Task: Predict the reactants needed to synthesize the given product.. Dataset: Full USPTO retrosynthesis dataset with 1.9M reactions from patents (1976-2016) (1) Given the product [CH3:9][N:11]([CH3:13])[CH:12]=[N:7][C:3]1[N:2]=[N:1][CH:6]=[CH:5][CH:4]=1, predict the reactants needed to synthesize it. The reactants are: [N:1]1[CH:6]=[CH:5][CH:4]=[C:3]([NH2:7])[N:2]=1.C[C:9]([N:11]([CH3:13])[CH3:12])=O. (2) Given the product [Cl:10][C:8]1[CH:7]=[N:6][C:5]([NH:11][CH2:12][C:13]([N:15]2[CH2:20][C@H:19]([CH3:21])[N:18]([CH2:22][C:23]3[CH:24]=[CH:25][C:26]([F:29])=[CH:27][CH:28]=3)[CH2:17][C@H:16]2[CH3:30])=[O:14])=[C:4]([CH:9]=1)[C:3]([OH:31])=[O:2], predict the reactants needed to synthesize it. The reactants are: C[O:2][C:3](=[O:31])[C:4]1[CH:9]=[C:8]([Cl:10])[CH:7]=[N:6][C:5]=1[NH:11][CH2:12][C:13]([N:15]1[CH2:20][C@H:19]([CH3:21])[N:18]([CH2:22][C:23]2[CH:28]=[CH:27][C:26]([F:29])=[CH:25][CH:24]=2)[CH2:17][C@H:16]1[CH3:30])=[O:14].O.[OH-].[Li+]. (3) Given the product [OH:1][CH2:2][CH2:3][CH2:4][CH2:5][CH2:6][CH2:7][CH2:8][CH2:9][CH2:10][CH2:11][O:12][C:13]1[CH:18]=[CH:17][N:16]=[C:15]([CH2:20][O:25][C:22](=[O:24])[CH3:23])[C:14]=1[CH3:21], predict the reactants needed to synthesize it. The reactants are: [OH:1][CH2:2][CH2:3][CH2:4][CH2:5][CH2:6][CH2:7][CH2:8][CH2:9][CH2:10][CH2:11][O:12][C:13]1[CH:18]=[CH:17][N+:16]([O-])=[C:15]([CH3:20])[C:14]=1[CH3:21].[C:22]([O:25]C(=O)C)(=[O:24])[CH3:23]. (4) The reactants are: [NH2:1][C:2]1[C:7]([CH2:8][NH2:9])=[C:6]([CH:10]2[CH2:15][CH2:14][CH2:13][N:12]([C:16]([O:18][C:19]([CH3:22])([CH3:21])[CH3:20])=[O:17])[CH2:11]2)[CH:5]=[C:4]([C:23]2[CH:28]=[CH:27][CH:26]=[CH:25][C:24]=2[OH:29])[N:3]=1.[C:30](N1C=CN=C1)(N1C=CN=C1)=[O:31]. Given the product [OH:29][C:24]1[CH:25]=[CH:26][CH:27]=[CH:28][C:23]=1[C:4]1[CH:5]=[C:6]([CH:10]2[CH2:15][CH2:14][CH2:13][N:12]([C:16]([O:18][C:19]([CH3:22])([CH3:21])[CH3:20])=[O:17])[CH2:11]2)[C:7]2[CH2:8][NH:9][C:30](=[O:31])[NH:1][C:2]=2[N:3]=1, predict the reactants needed to synthesize it. (5) The reactants are: FC(F)(F)S(O[C:7]1[CH2:12][CH2:11][C:10]([CH2:17][O:18][CH2:19][CH3:20])([CH2:13][O:14][CH2:15][CH3:16])[CH2:9][CH:8]=1)(=O)=O.CC([O-])=O.[K+].[CH3:28][C:29]1([CH3:45])[C:33]([CH3:35])([CH3:34])[O:32][B:31]([B:31]2[O:32][C:33]([CH3:35])([CH3:34])[C:29]([CH3:45])([CH3:28])[O:30]2)[O:30]1. Given the product [CH2:15]([O:14][CH2:13][C:10]1([CH2:17][O:18][CH2:19][CH3:20])[CH2:11][CH2:12][C:7]([B:31]2[O:32][C:33]([CH3:35])([CH3:34])[C:29]([CH3:45])([CH3:28])[O:30]2)=[CH:8][CH2:9]1)[CH3:16], predict the reactants needed to synthesize it.